From a dataset of Retrosynthesis with 50K atom-mapped reactions and 10 reaction types from USPTO. Predict the reactants needed to synthesize the given product. (1) Given the product CCN(CC)CCOc1ccccc1OCC(C)C, predict the reactants needed to synthesize it. The reactants are: CC(C)COc1ccccc1O.CCN(CC)CCCl. (2) The reactants are: Nc1c(C(O)(C(F)(F)F)C(F)(F)F)ccc2ccccc12.O=C(Cl)C1CCC1. Given the product O=C(Nc1c(C(O)(C(F)(F)F)C(F)(F)F)ccc2ccccc12)C1CCC1, predict the reactants needed to synthesize it. (3) Given the product CC(C)(C)OC(=O)N[C@H]1CCN(c2c(C#N)cc3c4c(cccc24)C(=O)N(OCc2ccccc2)C3=O)C1, predict the reactants needed to synthesize it. The reactants are: CC(C)(C)OC(=O)N[C@H]1CCNC1.N#Cc1cc2c3c(cccc3c1Cl)C(=O)N(OCc1ccccc1)C2=O. (4) Given the product COc1ncc(-c2ccc3ncc(C=O)n3c2)c(OC)n1, predict the reactants needed to synthesize it. The reactants are: COc1ncc(B(O)O)c(OC)n1.O=Cc1cnc2ccc(Br)cn12. (5) Given the product ON=C1Cc2ccccc2C=Cc2ccccc21, predict the reactants needed to synthesize it. The reactants are: NO.O=C1Cc2ccccc2C=Cc2ccccc21. (6) The reactants are: CN1CCC(c2c[nH]c3ccc(N)cc23)CC1.O=C(O)c1ccccn1. Given the product CN1CCC(c2c[nH]c3ccc(NC(=O)c4ccccn4)cc23)CC1, predict the reactants needed to synthesize it.